From a dataset of Forward reaction prediction with 1.9M reactions from USPTO patents (1976-2016). Predict the product of the given reaction. (1) Given the reactants [Cl:1][C:2]1[CH:7]=[CH:6][CH:5]=[C:4]([Cl:8])[C:3]=1[NH:9][C:10]1[NH:11][C:12]2[C:21]3[C:20](=[O:22])[NH:19][CH:18](O)[C:17](C)([CH3:24])[C:16]=3[CH:15]=[CH:14][C:13]=2[N:26]=1.[C:27]([O-])(O)=O.[Na+], predict the reaction product. The product is: [Cl:8][C:4]1[CH:5]=[CH:6][CH:7]=[C:2]([Cl:1])[C:3]=1[NH:9][C:10]1[NH:11][C:12]2[C:21]3[C:20](=[O:22])[NH:19][C:18]([CH3:27])=[C:17]([CH3:24])[C:16]=3[CH:15]=[CH:14][C:13]=2[N:26]=1. (2) The product is: [CH2:1]([O:13][CH2:14][CH2:15][O:16][CH2:17][CH2:18][O:19][CH2:23][CH:22]([CH2:20][O:19][CH2:18][CH2:17][O:16][CH2:15][CH2:14][O:13][CH2:6][C:7]1[CH:12]=[CH:11][CH:10]=[CH:9][CH:8]=1)[OH:24])[C:2]1[CH:8]=[CH:7][CH:6]=[CH:4][CH:3]=1. Given the reactants [CH2:1]([Li])[CH2:2][CH2:3][CH3:4].[CH2:6]([O:13][CH2:14][CH2:15][O:16][CH2:17][CH2:18][OH:19])[C:7]1[CH:12]=[CH:11][CH:10]=[CH:9][CH:8]=1.[CH2:20]([CH:22]1[O:24][CH2:23]1)Cl.[Cl-].[NH4+], predict the reaction product.